From a dataset of NCI-60 drug combinations with 297,098 pairs across 59 cell lines. Regression. Given two drug SMILES strings and cell line genomic features, predict the synergy score measuring deviation from expected non-interaction effect. (1) Drug 1: CCCCC(=O)OCC(=O)C1(CC(C2=C(C1)C(=C3C(=C2O)C(=O)C4=C(C3=O)C=CC=C4OC)O)OC5CC(C(C(O5)C)O)NC(=O)C(F)(F)F)O. Drug 2: C1=CN(C=N1)CC(O)(P(=O)(O)O)P(=O)(O)O. Cell line: COLO 205. Synergy scores: CSS=-2.37, Synergy_ZIP=-0.0391, Synergy_Bliss=-3.14, Synergy_Loewe=-3.75, Synergy_HSA=-4.99. (2) Drug 1: CC(CN1CC(=O)NC(=O)C1)N2CC(=O)NC(=O)C2. Drug 2: C1CN(CCN1C(=O)CCBr)C(=O)CCBr. Cell line: HOP-92. Synergy scores: CSS=25.2, Synergy_ZIP=-7.54, Synergy_Bliss=-1.24, Synergy_Loewe=1.47, Synergy_HSA=1.79. (3) Drug 1: C1CCC(C(C1)N)N.C(=O)(C(=O)[O-])[O-].[Pt+4]. Drug 2: CC1C(C(CC(O1)OC2CC(CC3=C2C(=C4C(=C3O)C(=O)C5=CC=CC=C5C4=O)O)(C(=O)C)O)N)O. Cell line: SK-OV-3. Synergy scores: CSS=24.5, Synergy_ZIP=-0.123, Synergy_Bliss=-1.57, Synergy_Loewe=-20.6, Synergy_HSA=-2.42. (4) Drug 1: CC1=C2C(C(=O)C3(C(CC4C(C3C(C(C2(C)C)(CC1OC(=O)C(C(C5=CC=CC=C5)NC(=O)OC(C)(C)C)O)O)OC(=O)C6=CC=CC=C6)(CO4)OC(=O)C)O)C)O. Drug 2: C1CNP(=O)(OC1)N(CCCl)CCCl. Cell line: HCT-15. Synergy scores: CSS=-9.54, Synergy_ZIP=4.68, Synergy_Bliss=0.467, Synergy_Loewe=-6.45, Synergy_HSA=-12.1. (5) Drug 1: CCC1=C2CN3C(=CC4=C(C3=O)COC(=O)C4(CC)O)C2=NC5=C1C=C(C=C5)O. Drug 2: CCN(CC)CCNC(=O)C1=C(NC(=C1C)C=C2C3=C(C=CC(=C3)F)NC2=O)C. Cell line: SK-MEL-28. Synergy scores: CSS=17.9, Synergy_ZIP=-6.52, Synergy_Bliss=-4.68, Synergy_Loewe=-68.2, Synergy_HSA=-2.76. (6) Drug 1: CN(C)C1=NC(=NC(=N1)N(C)C)N(C)C. Drug 2: C#CCC(CC1=CN=C2C(=N1)C(=NC(=N2)N)N)C3=CC=C(C=C3)C(=O)NC(CCC(=O)O)C(=O)O. Cell line: IGROV1. Synergy scores: CSS=-1.19, Synergy_ZIP=-0.732, Synergy_Bliss=-2.14, Synergy_Loewe=-2.22, Synergy_HSA=-2.31. (7) Drug 1: C1=NC2=C(N=C(N=C2N1C3C(C(C(O3)CO)O)F)Cl)N. Drug 2: CCCCC(=O)OCC(=O)C1(CC(C2=C(C1)C(=C3C(=C2O)C(=O)C4=C(C3=O)C=CC=C4OC)O)OC5CC(C(C(O5)C)O)NC(=O)C(F)(F)F)O. Cell line: HOP-92. Synergy scores: CSS=58.6, Synergy_ZIP=3.95, Synergy_Bliss=4.95, Synergy_Loewe=4.97, Synergy_HSA=5.00. (8) Cell line: KM12. Synergy scores: CSS=44.3, Synergy_ZIP=37.9, Synergy_Bliss=36.3, Synergy_Loewe=33.7, Synergy_HSA=33.0. Drug 1: CCCS(=O)(=O)NC1=C(C(=C(C=C1)F)C(=O)C2=CNC3=C2C=C(C=N3)C4=CC=C(C=C4)Cl)F. Drug 2: CC1C(C(=O)NC(C(=O)N2CCCC2C(=O)N(CC(=O)N(C(C(=O)O1)C(C)C)C)C)C(C)C)NC(=O)C3=C4C(=C(C=C3)C)OC5=C(C(=O)C(=C(C5=N4)C(=O)NC6C(OC(=O)C(N(C(=O)CN(C(=O)C7CCCN7C(=O)C(NC6=O)C(C)C)C)C)C(C)C)C)N)C.